From a dataset of Reaction yield outcomes from USPTO patents with 853,638 reactions. Predict the reaction yield, written as a fraction of the theoretical maximum amount of product (1.0 means a 100% yield; for example, 0.34 means a 34% yield). (1) The catalyst is COCCOCCOC. The reactants are [Cl:1][C:2]1[CH:16]=[CH:15][C:5]([CH2:6][S:7][C:8]2[C:9]([CH3:14])=[N:10][NH:11][C:12]=2[CH3:13])=[CH:4][CH:3]=1.[H-].[Na+].Br[C:20]1[N:25]=[C:24]([C:26]2[CH:31]=[CH:30][CH:29]=[CH:28][N:27]=2)[CH:23]=[CH:22][CH:21]=1.O. The product is [Cl:1][C:2]1[CH:16]=[CH:15][C:5]([CH2:6][S:7][C:8]2[C:12]([CH3:13])=[N:11][N:10]([C:28]3[N:27]=[C:26]([C:24]4[CH:23]=[CH:22][CH:21]=[CH:20][N:25]=4)[CH:31]=[CH:30][CH:29]=3)[C:9]=2[CH3:14])=[CH:4][CH:3]=1. The yield is 0.430. (2) The reactants are [F:1][C:2]([F:12])([F:11])[C:3]1[C:4](=O)[NH:5][C:6](=O)[NH:7][CH:8]=1.P(Cl)(Cl)([Cl:15])=O.P(=O)(O)(O)O.C(N(C(C)C)CC)(C)C.[ClH:32]. The catalyst is C(OCC)C. The product is [Cl:32][C:6]1[N:5]=[C:4]([Cl:15])[C:3]([C:2]([F:12])([F:11])[F:1])=[CH:8][N:7]=1. The yield is 0.950. (3) The reactants are C(Cl)CCl.[NH2:5][C:6]1[CH:7]=[N:8][CH:9]=[CH:10][C:11]=1[C@@H:12]1[O:21][C@H:20]([CH3:22])[C@@:19]2([OH:23])[C@H:14]([N:15]([C:24]([O:26][C:27]([CH3:30])([CH3:29])[CH3:28])=[O:25])[CH2:16][CH2:17][CH2:18]2)[CH2:13]1.[F:31][C:32]1[CH:37]=[CH:36][CH:35]=[C:34]([F:38])[C:33]=1[C:39]1[N:44]=[C:43]([C:45]([OH:47])=[O:46])[CH:42]=[CH:41][C:40]=1[F:48].C1C=NC2N(O)N=NC=2C=1. The catalyst is CN(C=O)C.O.CCCCCCC.CC(O)C. The product is [F:31][C:32]1[CH:37]=[CH:36][CH:35]=[C:34]([F:38])[C:33]=1[C:39]1[N:44]=[C:43]([C:45]([NH:5][C:6]2[CH:7]=[N:8][CH:9]=[CH:10][C:11]=2[C@H:12]2[O:21][C@@H:20]([CH3:22])[C@:19]3([OH:23])[C@@H:14]([N:15]([C:24]([O:26][C:27]([CH3:29])([CH3:28])[CH3:30])=[O:25])[CH2:16][CH2:17][CH2:18]3)[CH2:13]2)=[O:46])[CH:42]=[CH:41][C:40]=1[F:48].[C:27]([O:26][C:24]([N:15]1[CH2:16][CH2:17][CH2:18][C@@:19]2([OH:23])[C@@H:20]([CH3:22])[O:21][C@@H:12]([C:11]3[CH:10]=[CH:9][N:8]=[CH:7][C:6]=3[NH:5][C:45](=[O:47])[C:43]3[CH:42]=[CH:41][C:40]([F:48])=[C:39]([C:33]4[C:34]([F:38])=[CH:35][CH:36]=[CH:37][C:32]=4[F:31])[N:44]=3)[CH2:13][C@@H:14]12)=[O:25])([CH3:30])([CH3:28])[CH3:29]. The yield is 0.250. (4) The reactants are [CH2:1]([C:4]1(CCO)OCCC[O:5]1)[CH2:2][CH3:3].C(OCC)(=O)CC(C)=O.[CH3:22][C:23]([CH3:28])([CH2:26][OH:27])[CH2:24][OH:25]. No catalyst specified. The product is [CH3:3][C:2]1([CH2:1][CH2:4][OH:5])[O:27][CH2:26][C:23]([CH3:28])([CH3:22])[CH2:24][O:25]1. The yield is 0.550.